Regression. Given a peptide amino acid sequence and an MHC pseudo amino acid sequence, predict their binding affinity value. This is MHC class I binding data. From a dataset of Peptide-MHC class I binding affinity with 185,985 pairs from IEDB/IMGT. (1) The peptide sequence is HLVNHYFQTR. The MHC is Patr-A0101 with pseudo-sequence Patr-A0101. The binding affinity (normalized) is 0.512. (2) The peptide sequence is EPHQLCETI. The MHC is HLA-B54:01 with pseudo-sequence HLA-B54:01. The binding affinity (normalized) is 0.112. (3) The peptide sequence is FSDLLRVSL. The MHC is HLA-B39:01 with pseudo-sequence HLA-B39:01. The binding affinity (normalized) is 0.851. (4) The peptide sequence is QVFPGLMER. The MHC is H-2-Kd with pseudo-sequence H-2-Kd. The binding affinity (normalized) is 0.199.